This data is from Experimentally validated miRNA-target interactions with 360,000+ pairs, plus equal number of negative samples. The task is: Binary Classification. Given a miRNA mature sequence and a target amino acid sequence, predict their likelihood of interaction. (1) The miRNA is hsa-miR-4689 with sequence UUGAGGAGACAUGGUGGGGGCC. The protein sequence of the target gene is MSASVKESLQLQLLEMEMLFSMFPNQGEVKLEDVNALTNIKRYLEGTREALPPKIEFVITLQIEEPKVKIDLQVTMPHSYPYVALQLFGRSSELDRHQQLLLNKGLTSYIGTFDPGELCVCAAIQWLQDNSASYFLNRKLVYEPSTQAKPVKNTFLRMWIYSHHIYQQDLRKKILDVGKRLDVTGFCMTGKPGIICVEGFKEHCEEFWHTIRYPNWKHISCKHAESVETEGNGEDLRLFHSFEELLLEAHGDYGLRNDYHMNLGQFLEFLKKHKSEHVFQILFGIESKSSDS. Result: 0 (no interaction). (2) The miRNA is hsa-miR-26b-5p with sequence UUCAAGUAAUUCAGGAUAGGU. The protein sequence of the target gene is MADKAKPAKAANRTPPKSPGDPSKDRAAKRLSLESEGAGEGAAASPELSALEEAFRRFAVHGDARATGREMHGKNWSKLCKDCQVIDGRNVTVTDVDIVFSKIKGKSCRTITFEQFQEALEELAKKRFKDKSSEEAVREVHRLIEGKAPIISGVTKAISSPTVSRLTDTTKFTGSHKERFDPSGKGKGKAGRVDLVDESGYVSGYKHAGTYDQKVQGGK. Result: 1 (interaction).